Task: Predict the reactants needed to synthesize the given product.. Dataset: Full USPTO retrosynthesis dataset with 1.9M reactions from patents (1976-2016) (1) Given the product [Cl:30][C:10]1[N:9]=[C:8]([C:4]2[CH:5]=[CH:6][CH:7]=[C:2]([Cl:1])[CH:3]=2)[C:17]2[C:12](=[CH:13][CH:14]=[C:15]([C:18]([C:19]3[CH:24]=[CH:23][C:22]([CH3:25])=[CH:21][CH:20]=3)=[O:26])[CH:16]=2)[N:11]=1, predict the reactants needed to synthesize it. The reactants are: [Cl:1][C:2]1[CH:3]=[C:4]([C:8]2[C:17]3[C:12](=[CH:13][CH:14]=[C:15]([C:18](=[O:26])[C:19]4[CH:24]=[CH:23][C:22]([CH3:25])=[CH:21][CH:20]=4)[CH:16]=3)[NH:11][C:10](=O)[N:9]=2)[CH:5]=[CH:6][CH:7]=1.P(Cl)(Cl)([Cl:30])=O. (2) Given the product [CH3:27][O:28][C:29]1[CH:34]=[CH:33][CH:32]=[CH:31][C:30]=1[C:2]1[N:7]=[CH:6][N:5]=[C:4]([NH:8][C:9]2[CH:10]=[C:11]([CH:24]=[CH:25][CH:26]=2)[CH2:12][N:13]2[C:21](=[O:22])[C:20]3[C:15](=[CH:16][CH:17]=[CH:18][CH:19]=3)[C:14]2=[O:23])[CH:3]=1, predict the reactants needed to synthesize it. The reactants are: Cl[C:2]1[N:7]=[CH:6][N:5]=[C:4]([NH:8][C:9]2[CH:10]=[C:11]([CH:24]=[CH:25][CH:26]=2)[CH2:12][N:13]2[C:21](=[O:22])[C:20]3[C:15](=[CH:16][CH:17]=[CH:18][CH:19]=3)[C:14]2=[O:23])[CH:3]=1.[CH3:27][O:28][C:29]1[CH:34]=[CH:33][CH:32]=[CH:31][C:30]=1B(O)O.[O-]P([O-])([O-])=O.[K+].[K+].[K+]. (3) Given the product [Cl:6][C:7]1[C:8]([C:13](=[O:19])[CH:3]([CH3:5])[CH3:4])=[N:9][CH:10]=[CH:11][CH:12]=1, predict the reactants needed to synthesize it. The reactants are: Cl[Mg][CH:3]([CH3:5])[CH3:4].[Cl:6][C:7]1[C:8]([C:13]#N)=[N:9][CH:10]=[CH:11][CH:12]=1.Cl.C1C[O:19]CC1. (4) Given the product [CH2:30]([O:29][C:7]1[CH:6]=[C:5]([CH:10]=[C:9]([F:11])[C:8]=1[N:12]1[CH2:13][C:14](=[O:28])[N:15]([CH2:19][O:20][CH2:21][C:22]2[CH:23]=[CH:24][CH:25]=[CH:26][CH:27]=2)[S:16]1(=[O:17])=[O:18])[CH2:4][C:3]1[CH:37]=[CH:38][C:39]([CH3:41])=[CH:40][C:2]=1[NH:1][S:43]([CH3:42])(=[O:45])=[O:44])[C:31]1[CH:32]=[CH:33][CH:34]=[CH:35][CH:36]=1, predict the reactants needed to synthesize it. The reactants are: [NH2:1][C:2]1[CH:40]=[C:39]([CH3:41])[CH:38]=[CH:37][C:3]=1[CH2:4][C:5]1[CH:10]=[C:9]([F:11])[C:8]([N:12]2[S:16](=[O:18])(=[O:17])[N:15]([CH2:19][O:20][CH2:21][C:22]3[CH:27]=[CH:26][CH:25]=[CH:24][CH:23]=3)[C:14](=[O:28])[CH2:13]2)=[C:7]([O:29][CH2:30][C:31]2[CH:36]=[CH:35][CH:34]=[CH:33][CH:32]=2)[CH:6]=1.[CH3:42][S:43](Cl)(=[O:45])=[O:44]. (5) Given the product [Cl:1][C:2]1[C:3]([NH:12][C:13]2[C:18]([Cl:19])=[CH:17][N:16]=[C:15]([NH:21][C:22]3[CH:23]=[CH:24][C:25]4[N:31]([CH2:32][CH2:33][O:34][CH3:35])[C:30](=[O:36])[CH2:29][CH2:28][CH2:27][C:26]=4[CH:37]=3)[N:14]=2)=[C:4]([CH:9]=[CH:10][CH:11]=1)[C:5]([NH:7][CH3:8])=[O:6], predict the reactants needed to synthesize it. The reactants are: [Cl:1][C:2]1[C:3]([NH:12][C:13]2[C:18]([Cl:19])=[CH:17][N:16]=[C:15](Cl)[N:14]=2)=[C:4]([CH:9]=[CH:10][CH:11]=1)[C:5]([NH:7][CH3:8])=[O:6].[NH2:21][C:22]1[CH:23]=[CH:24][C:25]2[N:31]([CH2:32][CH2:33][O:34][CH3:35])[C:30](=[O:36])[CH2:29][CH2:28][CH2:27][C:26]=2[CH:37]=1.C12(CS(O)(=O)=O)C(C)(C)C(CC1)CC2=O.C(O)(C)C. (6) Given the product [Si:24]([O:14][C:10]1[CH:9]=[C:8]2[C:13]([C:5]([CH:2]([CH3:4])[CH3:3])=[N:6][NH:7]2)=[CH:12][CH:11]=1)([C:21]([CH3:23])([CH3:22])[CH3:20])([C:31]1[CH:32]=[CH:33][CH:34]=[CH:35][CH:36]=1)[C:25]1[CH:30]=[CH:29][CH:28]=[CH:27][CH:26]=1, predict the reactants needed to synthesize it. The reactants are: Cl.[CH:2]([C:5]1[C:13]2[C:8](=[CH:9][C:10]([OH:14])=[CH:11][CH:12]=2)[NH:7][N:6]=1)([CH3:4])[CH3:3].N1C=CN=C1.[CH3:20][C:21]([Si:24](Cl)([C:31]1[CH:36]=[CH:35][CH:34]=[CH:33][CH:32]=1)[C:25]1[CH:30]=[CH:29][CH:28]=[CH:27][CH:26]=1)([CH3:23])[CH3:22].O. (7) Given the product [Br:20][C:18]1[CH:17]=[CH:16][C:5]2[C:4]([CH:19]=1)=[N:1][N:8]([C:9]1[CH:14]=[CH:13][C:12]([F:15])=[CH:11][CH:10]=1)[C:6]=2[Cl:23], predict the reactants needed to synthesize it. The reactants are: [N:1]([C:4]1[CH:19]=[C:18]([Br:20])[CH:17]=[CH:16][C:5]=1[C:6]([NH:8][C:9]1[CH:14]=[CH:13][C:12]([F:15])=[CH:11][CH:10]=1)=O)=[N+]=[N-].O=P(Cl)(Cl)[Cl:23]. (8) The reactants are: [H-].[Na+].[C:3]1([OH:9])[CH:8]=[CH:7][CH:6]=[CH:5][CH:4]=1.F[C:11]1[CH:16]=[CH:15][CH:14]=[C:13]([F:17])[C:12]=1[N+:18]([O-:20])=[O:19].CCOC(C)=O. Given the product [F:17][C:13]1[CH:14]=[CH:15][CH:16]=[C:11]([O:9][C:3]2[CH:8]=[CH:7][CH:6]=[CH:5][CH:4]=2)[C:12]=1[N+:18]([O-:20])=[O:19], predict the reactants needed to synthesize it. (9) Given the product [Br:1][C:2]1[CH:3]=[C:4]([N+:10]([O-:12])=[O:11])[C:5]([C:8]([NH2:9])=[O:13])=[N:6][CH:7]=1, predict the reactants needed to synthesize it. The reactants are: [Br:1][C:2]1[CH:3]=[C:4]([N+:10]([O-:12])=[O:11])[C:5]([C:8]#[N:9])=[N:6][CH:7]=1.[OH2:13].